This data is from Reaction yield outcomes from USPTO patents with 853,638 reactions. The task is: Predict the reaction yield, written as a fraction of the theoretical maximum amount of product (1.0 means a 100% yield; for example, 0.34 means a 34% yield). The reactants are N1([CH:7]=[C:8]([C:11]([N:13]2[CH2:18][CH2:17][O:16][CH2:15][CH2:14]2)=[S:12])[C:9]#[N:10])CCOCC1.I[CH2:20][C:21]([O:23][CH2:24][CH3:25])=[O:22].CCN(C(C)C)C(C)C. The catalyst is C(#N)C. The product is [C:9]([C:8]1[CH:7]=[C:20]([C:21]([O:23][CH2:24][CH3:25])=[O:22])[S:12][C:11]=1[N:13]1[CH2:14][CH2:15][O:16][CH2:17][CH2:18]1)#[N:10]. The yield is 0.870.